Task: Predict which catalyst facilitates the given reaction.. Dataset: Catalyst prediction with 721,799 reactions and 888 catalyst types from USPTO (1) Product: [CH2:25]([O:27][C:28]([C:30]1[C:31]2[S:39][CH:38]=[C:37]([CH2:40][O:23][C:18]3[CH:17]=[C:16]([C:15](=[O:24])[NH:14][C:11]4[CH:10]=[CH:9][C:8]([Cl:7])=[CH:13][CH:12]=4)[CH:21]=[CH:20][C:19]=3[CH3:22])[C:32]=2[C:33]([Cl:36])=[N:34][CH:35]=1)=[O:29])[CH3:26]. The catalyst class is: 213. Reactant: C(=O)([O-])[O-].[K+].[K+].[Cl:7][C:8]1[CH:13]=[CH:12][C:11]([NH:14][C:15](=[O:24])[C:16]2[CH:21]=[CH:20][C:19]([CH3:22])=[C:18]([OH:23])[CH:17]=2)=[CH:10][CH:9]=1.[CH2:25]([O:27][C:28]([C:30]1[C:31]2[S:39][CH:38]=[C:37]([CH2:40]Br)[C:32]=2[C:33]([Cl:36])=[N:34][CH:35]=1)=[O:29])[CH3:26]. (2) Reactant: [CH2:1]([N:5]1[CH:9]=[C:8]([C:10]([OH:12])=O)[CH:7]=[N:6]1)[CH2:2][CH2:3][CH3:4].Cl.[O:14]1[CH2:18][CH2:17][CH:16]([CH2:19][NH2:20])[CH2:15]1.C(N(CC)CC)C.ON1C2C=CC=CC=2N=N1.Cl.C(N=C=NCCCN(C)C)C. Product: [O:14]1[CH2:18][CH2:17][CH:16]([CH2:19][NH:20][C:10]([C:8]2[CH:7]=[N:6][N:5]([CH2:1][CH2:2][CH2:3][CH3:4])[CH:9]=2)=[O:12])[CH2:15]1. The catalyst class is: 22. (3) Reactant: Cl[C:2]1[CH:11]=[CH:10][N:9]=[C:8]2[C:3]=1[CH:4]=[CH:5][C:6]([CH3:12])=[N:7]2.[Cl:13][C:14]1[CH:15]=[CH:16][C:17]([N+:31]([O-])=O)=[C:18]([S:20][C:21]2[CH:26]=[CH:25][C:24]([NH:27][C:28](=[O:30])[CH3:29])=[CH:23][CH:22]=2)[CH:19]=1. Product: [Cl:13][C:14]1[CH:15]=[CH:16][C:17]([NH:31][C:2]2[C:3]3[C:8](=[N:7][C:6]([CH3:12])=[CH:5][CH:4]=3)[N:9]=[CH:10][CH:11]=2)=[C:18]([S:20][C:21]2[CH:22]=[CH:23][C:24]([NH:27][C:28](=[O:30])[CH3:29])=[CH:25][CH:26]=2)[CH:19]=1. The catalyst class is: 8. (4) Reactant: [C:1]([O:5][C:6]([N:8]1[CH2:13][CH2:12][CH2:11][CH2:10][C:9]1([CH3:17])[C:14]([OH:16])=O)=[O:7])([CH3:4])([CH3:3])[CH3:2].Cl.[NH2:19][C@H:20]([C:22]1[CH:31]=[CH:30][C:25]([C:26]([O:28][CH3:29])=[O:27])=[CH:24][CH:23]=1)[CH3:21].C(N(CC)CC)C.F[P-](F)(F)(F)(F)F.N1(O[P+](N(C)C)(N(C)C)N(C)C)C2C=CC=CC=2N=N1. Product: [C:1]([O:5][C:6]([N:8]1[CH2:13][CH2:12][CH2:11][CH2:10][C@:9]1([CH3:17])[C:14]([NH:19][C@H:20]([C:22]1[CH:31]=[CH:30][C:25]([C:26]([O:28][CH3:29])=[O:27])=[CH:24][CH:23]=1)[CH3:21])=[O:16])=[O:7])([CH3:2])([CH3:3])[CH3:4]. The catalyst class is: 329. (5) Reactant: C(OC([N:8]1[CH2:13][CH2:12][CH:11]([O:14][CH2:15][C:16]2[O:20][N:19]=[C:18]([C:21]3[CH:22]=[N:23][C:24]([O:27][CH3:28])=[N:25][CH:26]=3)[N:17]=2)[CH2:10][CH2:9]1)=O)(C)(C)C.[ClH:29]. Product: [ClH:29].[CH3:28][O:27][C:24]1[N:25]=[CH:26][C:21]([C:18]2[N:17]=[C:16]([CH2:15][O:14][CH:11]3[CH2:12][CH2:13][NH:8][CH2:9][CH2:10]3)[O:20][N:19]=2)=[CH:22][N:23]=1. The catalyst class is: 12. (6) Reactant: [CH3:1][NH:2][CH2:3][C:4]1[N:5]([CH3:13])[C:6]2[C:11]([CH:12]=1)=[CH:10][CH:9]=[CH:8][CH:7]=2.CNCC1C=CC2C(=CC=CC=2)C=1CCC.[ClH:30].[O:31]=[C:32]1[C@@H:41]2[N:37]([CH2:38][CH2:39][CH2:40]2)[CH2:36][C:35]2[CH:42]=[C:43](/[CH:46]=[CH:47]/[C:48](O)=[O:49])[CH:44]=[N:45][C:34]=2[NH:33]1.Cl.CN1CC2C=C(/C=C/C(O)=O)C=NC=2NC(=O)C1. Product: [ClH:30].[CH3:1][N:2]([CH2:3][C:4]1[N:5]([CH3:13])[C:6]2[C:11]([CH:12]=1)=[CH:10][CH:9]=[CH:8][CH:7]=2)[C:48](=[O:49])/[CH:47]=[CH:46]/[C:43]1[CH:44]=[N:45][C:34]2[NH:33][C:32](=[O:31])[C@@H:41]3[N:37]([CH2:38][CH2:39][CH2:40]3)[CH2:36][C:35]=2[CH:42]=1. The catalyst class is: 5. (7) Reactant: [CH3:1][CH:2]1[CH2:7][CH2:6][CH2:5][CH2:4][CH:3]1[C:8]1[S:12][N:11]=[C:10](SC)[N:9]=1.Cl[C:16]1C=C(C=CC=1)C(OO)=O.[S:26]([O-:29])(O)=[O:27].[Na+]. Product: [CH3:16][S:26]([C:10]1[N:9]=[C:8]([CH:3]2[CH2:4][CH2:5][CH2:6][CH2:7][CH:2]2[CH3:1])[S:12][N:11]=1)(=[O:29])=[O:27]. The catalyst class is: 22.